The task is: Predict which catalyst facilitates the given reaction.. This data is from Catalyst prediction with 721,799 reactions and 888 catalyst types from USPTO. (1) The catalyst class is: 2. Reactant: [CH3:1][O:2][C:3]1[C:8]([CH2:9]O)=[CH:7][CH:6]=[CH:5][N:4]=1.C(N(CC)CC)C.CS([Cl:22])(=O)=O. Product: [Cl:22][CH2:9][C:8]1[C:3]([O:2][CH3:1])=[N:4][CH:5]=[CH:6][CH:7]=1. (2) The catalyst class is: 101. Product: [ClH:53].[CH2:65]([N:60]1[C:59]2=[C:54]([NH:75][CH2:74][C:73]3[CH:76]=[CH:77][C:70]([CH3:69])=[CH:71][CH:72]=3)[N:55]=[CH:56][CH:57]=[C:58]2[C:62]([CH3:63])=[C:61]1[CH3:64])[CH:66]([CH3:68])[CH3:67]. Reactant: C(=O)([O-])[O-].[Cs+].[Cs+].C1C=CC(P(C2C=CC3C(=CC=CC=3)C=2C2C3C(=CC=CC=3)C=CC=2P(C2C=CC=CC=2)C2C=CC=CC=2)C2C=CC=CC=2)=CC=1.[Cl:53][C:54]1[N:55]=[CH:56][CH:57]=[C:58]2[C:62]([CH3:63])=[C:61]([CH3:64])[N:60]([CH2:65][CH:66]([CH3:68])[CH3:67])[C:59]=12.[CH3:69][C:70]1[CH:77]=[CH:76][C:73]([CH2:74][NH2:75])=[CH:72][CH:71]=1. (3) Reactant: [OH:1][C@H:2]1[O:21][C@H:20]([CH2:22][OH:23])[C@@H:7]([O:8][C@@H:9]2[O:17][C@H:16]([CH2:18][OH:19])[C@H:14]([OH:15])[C@H:12]([OH:13])[C@H:10]2[OH:11])[C@H:5]([OH:6])[C@H:3]1[OH:4]. Product: [OH2:1].[OH:1][C@H:2]1[O:21][C@H:20]([CH2:22][OH:23])[C@@H:7]([O:8][C@@H:9]2[O:17][C@H:16]([CH2:18][OH:19])[C@H:14]([OH:15])[C@H:12]([OH:13])[C@H:10]2[OH:11])[C@H:5]([OH:6])[C@H:3]1[OH:4]. The catalyst class is: 6. (4) Reactant: [CH:1]([NH:4][C:5]1[N:10]=[C:9]([NH:11][C:12]2[CH:17]=[CH:16][N:15]=[C:14]([C:18]([F:21])([F:20])[F:19])[CH:13]=2)[N:8]=[C:7]([CH:22]2[CH2:27][CH2:26][CH2:25][C:24](=[O:28])[CH2:23]2)[N:6]=1)([CH3:3])[CH3:2].[BH4-].[Na+]. Product: [CH:1]([NH:4][C:5]1[N:10]=[C:9]([NH:11][C:12]2[CH:17]=[CH:16][N:15]=[C:14]([C:18]([F:19])([F:21])[F:20])[CH:13]=2)[N:8]=[C:7]([CH:22]2[CH2:27][CH2:26][CH2:25][CH:24]([OH:28])[CH2:23]2)[N:6]=1)([CH3:3])[CH3:2]. The catalyst class is: 5. (5) Product: [NH2:4][C:3](=[N:1][OH:2])[C:5]1[CH:6]=[CH:7][C:8]([CH2:9][N:10]([CH3:19])[CH2:11][C:12]([O:14][C:15]([CH3:16])([CH3:17])[CH3:18])=[O:13])=[CH:20][CH:21]=1. The catalyst class is: 14. Reactant: [NH2:1][OH:2].[C:3]([C:5]1[CH:21]=[CH:20][C:8]([CH2:9][N:10]([CH3:19])[CH2:11][C:12]([O:14][C:15]([CH3:18])([CH3:17])[CH3:16])=[O:13])=[CH:7][CH:6]=1)#[N:4]. (6) Reactant: [Cl:1][C:2]1[CH:3]=[C:4]2[C:9](=[N:10][CH:11]=1)[N:8]=[C:7]([C:12]([F:15])([F:14])[F:13])[C:6]([C:16]([O:18]CC)=[O:17])=[CH:5]2.O.[OH-].[Li+].Cl. Product: [Cl:1][C:2]1[CH:3]=[C:4]2[C:9](=[N:10][CH:11]=1)[N:8]=[C:7]([C:12]([F:15])([F:14])[F:13])[C:6]([C:16]([OH:18])=[O:17])=[CH:5]2. The catalyst class is: 40. (7) Reactant: [F:1][C:2]1([F:27])[C:4]2([C:11]3[N:16]=[C:15]4[N:17]([CH3:26])[C:18](=[O:25])[N:19]([CH2:20][C:21]([CH3:24])([CH3:23])[CH3:22])[C:14]4=[CH:13][CH:12]=3)[CH2:5][CH:6]3[CH:10]([CH:3]12)[CH2:9][NH:8][CH2:7]3.[O:28]1[CH:32]=[CH:31][C:30]([C:33](O)=[O:34])=[N:29]1.CCN(C(C)C)C(C)C.CN(C(ON1N=NC2C=CC=NC1=2)=[N+](C)C)C.F[P-](F)(F)(F)(F)F. Product: [F:27][C:2]1([F:1])[C:4]2([C:11]3[N:16]=[C:15]4[N:17]([CH3:26])[C:18](=[O:25])[N:19]([CH2:20][C:21]([CH3:24])([CH3:22])[CH3:23])[C:14]4=[CH:13][CH:12]=3)[CH2:5][CH:6]3[CH:10]([CH:3]12)[CH2:9][N:8]([C:33]([C:30]1[CH:31]=[CH:32][O:28][N:29]=1)=[O:34])[CH2:7]3. The catalyst class is: 10. (8) Reactant: [CH2:1]([C:3]1[N:7]([C:8]2[C:16]3[O:15][CH2:14][C@@H:13]([N:17]([C:32](=[O:37])[C:33]([F:36])([F:35])[F:34])[C:18]4[CH:31]=[CH:30][C:21]5[C@H:22]([CH2:25][C:26]([O:28][CH3:29])=[O:27])[CH2:23][O:24][C:20]=5[CH:19]=4)[C:12]=3[CH:11]=[CH:10][CH:9]=2)[C:6]2[CH:38]=[CH:39][CH:40]=[C:41]([OH:42])[C:5]=2[N:4]=1)[CH3:2].C1(C)C=CC(S(O[CH2:53][CH2:54][CH2:55][S:56]([CH3:59])(=[O:58])=[O:57])(=O)=O)=CC=1.C(=O)([O-])[O-].[K+].[K+]. Product: [CH2:1]([C:3]1[N:7]([C:8]2[C:16]3[O:15][CH2:14][C@@H:13]([N:17]([C:32](=[O:37])[C:33]([F:35])([F:36])[F:34])[C:18]4[CH:31]=[CH:30][C:21]5[C@H:22]([CH2:25][C:26]([O:28][CH3:29])=[O:27])[CH2:23][O:24][C:20]=5[CH:19]=4)[C:12]=3[CH:11]=[CH:10][CH:9]=2)[C:6]2[CH:38]=[CH:39][CH:40]=[C:41]([O:42][CH2:53][CH2:54][CH2:55][S:56]([CH3:59])(=[O:58])=[O:57])[C:5]=2[N:4]=1)[CH3:2]. The catalyst class is: 391. (9) Reactant: [F:1][C:2]1[CH:7]=[C:6]([F:8])[CH:5]=[CH:4][C:3]=1[C:9](=[CH2:28])[CH2:10][C@@H:11]([CH2:26][OH:27])[C:12]([N:14]1[C@H:18]([C:19]2[CH:24]=[CH:23][CH:22]=[CH:21][CH:20]=2)[CH2:17][O:16][C:15]1=[O:25])=[O:13].C(=O)([O-])[O-].[Na+].[Na+].[I:35]I. Product: [F:1][C:2]1[CH:7]=[C:6]([F:8])[CH:5]=[CH:4][C:3]=1[C@:9]1([CH2:28][I:35])[O:27][CH2:26][C@@H:11]([C:12]([N:14]2[C@H:18]([C:19]3[CH:24]=[CH:23][CH:22]=[CH:21][CH:20]=3)[CH2:17][O:16][C:15]2=[O:25])=[O:13])[CH2:10]1. The catalyst class is: 4.